From a dataset of Full USPTO retrosynthesis dataset with 1.9M reactions from patents (1976-2016). Predict the reactants needed to synthesize the given product. (1) Given the product [CH3:19][C:9]1[CH:14]=[CH:13][C:12]([S:15]([O:1][CH2:2][C@@H:3]2[CH2:4][CH2:5][C:6](=[O:8])[O:7]2)(=[O:17])=[O:16])=[CH:11][CH:10]=1, predict the reactants needed to synthesize it. The reactants are: [OH:1][CH2:2][C@H:3]1[O:7][C:6](=[O:8])[CH2:5][CH2:4]1.[C:9]1([CH3:19])[CH:14]=[CH:13][C:12]([S:15](Cl)(=[O:17])=[O:16])=[CH:11][CH:10]=1.N1C=CC=CC=1.Cl. (2) Given the product [C:11]([O:30][CH2:31][C@@H:32]([OH:33])[CH:34]=[CH2:6])([C:12]1[CH:17]=[CH:16][CH:15]=[CH:14][CH:13]=1)([C:18]1[CH:19]=[CH:20][CH:21]=[CH:22][CH:23]=1)[C:24]1[CH:25]=[CH:26][CH:27]=[CH:28][CH:29]=1, predict the reactants needed to synthesize it. The reactants are: [I-].C[S+](C)C.[CH2:6]([Li])CCC.[C:11]([O:30][CH2:31][C@@H:32]1[CH2:34][O:33]1)([C:24]1[CH:29]=[CH:28][CH:27]=[CH:26][CH:25]=1)([C:18]1[CH:23]=[CH:22][CH:21]=[CH:20][CH:19]=1)[C:12]1[CH:17]=[CH:16][CH:15]=[CH:14][CH:13]=1.[Cl-].[NH4+]. (3) Given the product [Cl:1][C:2]1[N:7]=[C:6]([C:8]2[C:9]([C:18]3[CH:19]=[C:20]([NH:21][C:58](=[O:59])[C:57]4[C:56]([F:55])=[CH:64][CH:63]=[CH:62][C:61]=4[F:65])[CH:22]=[CH:23][CH:24]=3)=[N:10][N:11]3[CH:16]=[C:15]([F:17])[CH:14]=[CH:13][C:12]=23)[CH:5]=[CH:4][N:3]=1, predict the reactants needed to synthesize it. The reactants are: [Cl:1][C:2]1[N:7]=[C:6]([C:8]2[C:9]([C:18]3[CH:19]=[C:20]([CH:22]=[CH:23][CH:24]=3)[NH2:21])=[N:10][N:11]3[CH:16]=[C:15]([F:17])[CH:14]=[CH:13][C:12]=23)[CH:5]=[CH:4][N:3]=1.ClC1N=C(C2C(C3C=C(NC(=O)C(F)(F)F)C=CC=3)=NN3C=CC=C(F)C=23)C=CN=1.[F:55][C:56]1[CH:64]=[CH:63][CH:62]=[C:61]([F:65])[C:57]=1[C:58](Cl)=[O:59].C([O-])(O)=O.[Na+].